Dataset: Reaction yield outcomes from USPTO patents with 853,638 reactions. Task: Predict the reaction yield, written as a fraction of the theoretical maximum amount of product (1.0 means a 100% yield; for example, 0.34 means a 34% yield). (1) The reactants are [CH2:1]([S:8][CH:9]([CH:38]=O)[CH2:10][NH:11][C:12]([C:14]1[NH:15][C:16]2[C:21]([CH:22]=1)=[CH:20][C:19]([O:23][C:24]([F:27])([F:26])[F:25])=[CH:18][C:17]=2[N:28]([CH3:37])[S:29]([C:32]1[S:33][CH:34]=[CH:35][CH:36]=1)(=[O:31])=[O:30])=[O:13])[C:2]1[CH:7]=[CH:6][CH:5]=[CH:4][CH:3]=1.ClCCCl.[NH:44]1[CH2:49][CH2:48][O:47][CH2:46][CH2:45]1.C(O[BH-](OC(=O)C)OC(=O)C)(=O)C.[Na+]. The catalyst is O. The product is [CH2:1]([S:8][CH:9]([CH2:38][N:44]1[CH2:49][CH2:48][O:47][CH2:46][CH2:45]1)[CH2:10][NH:11][C:12]([C:14]1[NH:15][C:16]2[C:21]([CH:22]=1)=[CH:20][C:19]([O:23][C:24]([F:27])([F:26])[F:25])=[CH:18][C:17]=2[N:28]([CH3:37])[S:29]([C:32]1[S:33][CH:34]=[CH:35][CH:36]=1)(=[O:31])=[O:30])=[O:13])[C:2]1[CH:7]=[CH:6][CH:5]=[CH:4][CH:3]=1. The yield is 0.630. (2) The yield is 0.480. The product is [Br:1][C:5]1[CH:4]=[C:3]([CH3:2])[CH:8]=[C:7]([CH3:9])[N:6]=1. No catalyst specified. The reactants are [BrH:1].[CH3:2][C:3]1[CH:8]=[C:7]([CH3:9])[N:6]=[C:5](N)[CH:4]=1.BrBr.N([O-])=O.[Na+].N([O-])=O.[OH-].[Na+].